Dataset: Peptide-MHC class I binding affinity with 185,985 pairs from IEDB/IMGT. Task: Regression. Given a peptide amino acid sequence and an MHC pseudo amino acid sequence, predict their binding affinity value. This is MHC class I binding data. The peptide sequence is VSTAPTGSW. The MHC is HLA-A03:01 with pseudo-sequence HLA-A03:01. The binding affinity (normalized) is 0.213.